Task: Regression. Given two drug SMILES strings and cell line genomic features, predict the synergy score measuring deviation from expected non-interaction effect.. Dataset: NCI-60 drug combinations with 297,098 pairs across 59 cell lines (1) Drug 1: C1=CC(=C2C(=C1NCCNCCO)C(=O)C3=C(C=CC(=C3C2=O)O)O)NCCNCCO. Drug 2: C1CC(=O)NC(=O)C1N2C(=O)C3=CC=CC=C3C2=O. Cell line: MALME-3M. Synergy scores: CSS=24.4, Synergy_ZIP=-6.70, Synergy_Bliss=1.64, Synergy_Loewe=-10.6, Synergy_HSA=1.51. (2) Drug 1: CC12CCC3C(C1CCC2=O)CC(=C)C4=CC(=O)C=CC34C. Drug 2: CS(=O)(=O)CCNCC1=CC=C(O1)C2=CC3=C(C=C2)N=CN=C3NC4=CC(=C(C=C4)OCC5=CC(=CC=C5)F)Cl. Cell line: SK-MEL-5. Synergy scores: CSS=32.1, Synergy_ZIP=1.65, Synergy_Bliss=-2.15, Synergy_Loewe=-7.13, Synergy_HSA=-7.73. (3) Drug 1: CC1=C(C=C(C=C1)NC(=O)C2=CC=C(C=C2)CN3CCN(CC3)C)NC4=NC=CC(=N4)C5=CN=CC=C5. Drug 2: CCC1=C2CN3C(=CC4=C(C3=O)COC(=O)C4(CC)O)C2=NC5=C1C=C(C=C5)O. Cell line: EKVX. Synergy scores: CSS=1.75, Synergy_ZIP=2.75, Synergy_Bliss=4.04, Synergy_Loewe=-43.3, Synergy_HSA=-6.94. (4) Drug 1: CC1=C(N=C(N=C1N)C(CC(=O)N)NCC(C(=O)N)N)C(=O)NC(C(C2=CN=CN2)OC3C(C(C(C(O3)CO)O)O)OC4C(C(C(C(O4)CO)O)OC(=O)N)O)C(=O)NC(C)C(C(C)C(=O)NC(C(C)O)C(=O)NCCC5=NC(=CS5)C6=NC(=CS6)C(=O)NCCC[S+](C)C)O. Drug 2: CN(CCCl)CCCl.Cl. Cell line: M14. Synergy scores: CSS=15.4, Synergy_ZIP=-4.59, Synergy_Bliss=2.05, Synergy_Loewe=1.71, Synergy_HSA=3.53. (5) Drug 1: C1C(C(OC1N2C=C(C(=O)NC2=O)F)CO)O. Drug 2: CCCCCOC(=O)NC1=NC(=O)N(C=C1F)C2C(C(C(O2)C)O)O. Cell line: ACHN. Synergy scores: CSS=-0.622, Synergy_ZIP=2.08, Synergy_Bliss=7.32, Synergy_Loewe=2.25, Synergy_HSA=2.25.